This data is from Forward reaction prediction with 1.9M reactions from USPTO patents (1976-2016). The task is: Predict the product of the given reaction. (1) Given the reactants [Cl:1][C:2]1[CH:3]=[C:4]([C@@H:8]2[C@@H:13]([C:14]3[CH:19]=[CH:18][C:17]([Cl:20])=[CH:16][CH:15]=3)[N:12]([CH:21]3[CH2:25][CH2:24][CH:23]([OH:26])[CH:22]3[OH:27])[C:11](=[O:28])[C@:10]([CH2:30][C:31]([OH:33])=[O:32])([CH3:29])[CH2:9]2)[CH:5]=[CH:6][CH:7]=1.I([O-])(=O)(=O)=O.[Na+], predict the reaction product. The product is: [Cl:1][C:2]1[CH:3]=[C:4]([C@@H:8]2[C@@H:13]([C:14]3[CH:15]=[CH:16][C:17]([Cl:20])=[CH:18][CH:19]=3)[N:12]([CH:21]([CH2:25][CH2:24][CH:23]=[O:26])[CH:22]=[O:27])[C:11](=[O:28])[C@:10]([CH2:30][C:31]([OH:33])=[O:32])([CH3:29])[CH2:9]2)[CH:5]=[CH:6][CH:7]=1. (2) Given the reactants [F:1][C:2]1[CH:7]=[C:6]([C:8]2[CH:13]=[CH:12][N:11]=[C:10]3[NH:14][C:15]([C:17]4[CH:18]=[N:19][N:20]([CH3:22])[CH:21]=4)=[N:16][C:9]=23)[CH:5]=[CH:4][C:3]=1[CH2:23][NH2:24].C(P1(=O)OP(CCC)(=O)OP(CCC)(=O)O1)CC.CCN(C(C)C)C(C)C.[C:52]([O:56][C:57]([NH:59][C:60]([C:63]1[O:67][N:66]=[C:65]([C:68](O)=[O:69])[N:64]=1)([CH3:62])[CH3:61])=[O:58])([CH3:55])([CH3:54])[CH3:53], predict the reaction product. The product is: [F:1][C:2]1[CH:7]=[C:6]([C:8]2[CH:13]=[CH:12][N:11]=[C:10]3[NH:14][C:15]([C:17]4[CH:18]=[N:19][N:20]([CH3:22])[CH:21]=4)=[N:16][C:9]=23)[CH:5]=[CH:4][C:3]=1[CH2:23][NH:24][C:68]([C:65]1[N:64]=[C:63]([C:60]([NH:59][C:57](=[O:58])[O:56][C:52]([CH3:55])([CH3:54])[CH3:53])([CH3:62])[CH3:61])[O:67][N:66]=1)=[O:69].